Dataset: Forward reaction prediction with 1.9M reactions from USPTO patents (1976-2016). Task: Predict the product of the given reaction. The product is: [O:2]=[CH:3][CH2:4][NH:5][S:6]([C:9]1[C:18]2[C:13](=[C:14]([N:19]([CH3:21])[CH3:20])[CH:15]=[CH:16][CH:17]=2)[CH:12]=[CH:11][CH:10]=1)(=[O:8])=[O:7]. Given the reactants C[O:2][CH:3](OC)[CH2:4][NH:5][S:6]([C:9]1[C:18]2[C:13](=[C:14]([N:19]([CH3:21])[CH3:20])[CH:15]=[CH:16][CH:17]=2)[CH:12]=[CH:11][CH:10]=1)(=[O:8])=[O:7].Cl, predict the reaction product.